Dataset: Full USPTO retrosynthesis dataset with 1.9M reactions from patents (1976-2016). Task: Predict the reactants needed to synthesize the given product. (1) Given the product [F:28][C:29]1[CH:30]=[CH:31][C:32]2[O:37][CH2:36][CH2:35][N:34]([CH2:18][CH2:19][CH2:20][NH:21][CH2:22][C@@H:12]3[O:26][C:16]4=[C:17]5[C:22](=[CH:23][CH:24]=[C:15]4[O:14][CH2:13]3)[N:21]=[C:20]([CH3:25])[CH:19]=[CH:18]5)[C:33]=2[CH:38]=1, predict the reactants needed to synthesize it. The reactants are: C(OC(=O)N([CH:12]1[O:26][C:16]2=[C:17]3[C:22](=[CH:23][CH:24]=[C:15]2[O:14][CH2:13]1)[N:21]=[C:20]([CH3:25])[CH:19]=[CH:18]3)CCC=O)(C)(C)C.[F:28][C:29]1[CH:30]=[CH:31][C:32]2[O:37][CH2:36][CH2:35][NH:34][C:33]=2[CH:38]=1. (2) The reactants are: NC(N)=O.S(=NC(N)=O)(=O)=O.[NH2:12][C:13]1[CH:18]=[CH:17][C:16]([N:19]2[C:24](=[O:25])[C:23]3[CH:26]=[C:27]([F:32])[C:28]([NH:30][CH3:31])=[CH:29][C:22]=3[O:21][CH2:20]2)=[CH:15][CH:14]=1.C([O:35][C:36](=O)[NH:37][S:38]([C:41]1[S:42][C:43]([CH3:46])=[CH:44][CH:45]=1)(=[O:40])=[O:39])C. Given the product [CH3:46][C:43]1[S:42][C:41]([S:38]([NH:37][C:36]([NH:12][C:13]2[CH:14]=[CH:15][C:16]([N:19]3[C:24](=[O:25])[C:23]4[CH:26]=[C:27]([F:32])[C:28]([NH:30][CH3:31])=[CH:29][C:22]=4[O:21][CH2:20]3)=[CH:17][CH:18]=2)=[O:35])(=[O:39])=[O:40])=[CH:45][CH:44]=1, predict the reactants needed to synthesize it. (3) Given the product [CH:15]([O:14][CH2:13][CH2:12][CH2:11][N:8]1[C:9](=[O:10])[C:4]2[C:3]([CH2:25][CH2:26][CH:27]([CH3:29])[CH3:28])=[C:2]([Br:1])[CH:24]=[N:23][C:5]=2[N:6]([CH3:22])[C:7]1=[O:21])=[O:16], predict the reactants needed to synthesize it. The reactants are: [Br:1][C:2]1[CH:24]=[N:23][C:5]2[N:6]([CH3:22])[C:7](=[O:21])[N:8]([CH2:11][CH2:12][CH2:13][O:14][CH:15]3CCCC[O:16]3)[C:9](=[O:10])[C:4]=2[C:3]=1[CH:25](O)[CH2:26][CH:27]([CH3:29])[CH3:28].